This data is from Reaction yield outcomes from USPTO patents with 853,638 reactions. The task is: Predict the reaction yield, written as a fraction of the theoretical maximum amount of product (1.0 means a 100% yield; for example, 0.34 means a 34% yield). The reactants are [CH2:1]([N:8](C)[CH2:9][CH2:10][C:11]([NH:13][CH2:14][CH2:15][O:16][CH3:17])=[O:12])C1C=CC=CC=1. The yield is 0.280. The product is [CH3:17][O:16][CH2:15][CH2:14][NH:13][C:11](=[O:12])[CH2:10][CH2:9][NH:8][CH3:1]. The catalyst is CO.[Pd].